From a dataset of Reaction yield outcomes from USPTO patents with 853,638 reactions. Predict the reaction yield, written as a fraction of the theoretical maximum amount of product (1.0 means a 100% yield; for example, 0.34 means a 34% yield). The reactants are [CH2:1]([O:8][C:9]1[CH:10]=[C:11]([O:28][C:29]2[CH:34]=[CH:33][C:32]([S:35]([CH3:38])(=[O:37])=[O:36])=[CH:31][CH:30]=2)[CH:12]=[C:13]2[C:17]=1[NH:16][C:15]([C:18]1[S:22][C:21]([C:23](OCC)=[O:24])=[N:20][N:19]=1)=[CH:14]2)[C:2]1[CH:7]=[CH:6][CH:5]=[CH:4][CH:3]=1.[BH4-].[Na+].O.Cl. The catalyst is O1CCCC1.CO.CCCCCC.C(OCC)(=O)C. The product is [CH2:1]([O:8][C:9]1[CH:10]=[C:11]([O:28][C:29]2[CH:30]=[CH:31][C:32]([S:35]([CH3:38])(=[O:36])=[O:37])=[CH:33][CH:34]=2)[CH:12]=[C:13]2[C:17]=1[NH:16][C:15]([C:18]1[S:22][C:21]([CH2:23][OH:24])=[N:20][N:19]=1)=[CH:14]2)[C:2]1[CH:7]=[CH:6][CH:5]=[CH:4][CH:3]=1. The yield is 1.00.